Dataset: In vitro SARS-CoV-2 activity screen of 1,480 approved drugs from Prestwick library. Task: Binary Classification. Given a drug SMILES string, predict its activity (active/inactive) in a high-throughput screening assay against a specified biological target. (1) The drug is CO[C@@]1(NC(=O)C2SC(=C(C(N)=O)C(=O)O)S2)C(=O)N2C(C(=O)O)=C(CSc3nnnn3C)CS[C@@H]21. The result is 0 (inactive). (2) The compound is CN(C)[C@@H]1C(=O)C(C(N)=O)=C(O)[C@@]2(O)C(=O)C3=C(O)c4c(O)ccc(Cl)c4[C@@H](O)[C@H]3C[C@@H]12.Cl. The result is 0 (inactive). (3) The molecule is CC(=O)[C@H]1CC[C@H]2[C@@H]3CCC4=CC(=O)CC[C@]4(C)[C@H]3CC[C@]12C. The result is 0 (inactive). (4) The compound is Cl.O=C1c2cccc3c2[C@H](CCC3)CN1[C@@H]1CN2CCC1CC2. The result is 0 (inactive).